This data is from Full USPTO retrosynthesis dataset with 1.9M reactions from patents (1976-2016). The task is: Predict the reactants needed to synthesize the given product. (1) Given the product [CH3:1][C@H:2]1[CH2:7][O:6][CH2:5][CH2:4][N:3]1[C:8]1[CH:13]=[C:12]([CH2:14][S:15]([CH3:18])(=[O:16])=[O:17])[N:11]=[C:10]([N:19]2[CH2:20][CH2:21][CH:22]([NH:25][C:32](=[O:33])[O:34][C:35]3[CH:40]=[CH:39][CH:38]=[CH:37][CH:36]=3)[CH2:23][CH2:24]2)[N:9]=1, predict the reactants needed to synthesize it. The reactants are: [CH3:1][C@H:2]1[CH2:7][O:6][CH2:5][CH2:4][N:3]1[C:8]1[CH:13]=[C:12]([CH2:14][S:15]([CH3:18])(=[O:17])=[O:16])[N:11]=[C:10]([N:19]2[CH2:24][CH2:23][CH:22]([NH2:25])[CH2:21][CH2:20]2)[N:9]=1.C(=O)(O)[O-].[Na+].Cl[C:32]([O:34][C:35]1[CH:40]=[CH:39][CH:38]=[CH:37][CH:36]=1)=[O:33]. (2) Given the product [CH:14]12[CH2:20][CH:17]([CH2:18][CH2:19]1)[CH2:16][C@@H:15]2[NH:21][C:2]1[C:7]([N+:8]([O-:10])=[O:9])=[CH:6][N:5]=[C:4]2[CH:11]=[CH:12][S:13][C:3]=12, predict the reactants needed to synthesize it. The reactants are: Cl[C:2]1[C:7]([N+:8]([O-:10])=[O:9])=[CH:6][N:5]=[C:4]2[CH:11]=[CH:12][S:13][C:3]=12.[CH:14]12[CH2:20][CH:17]([CH2:18][CH2:19]1)[CH2:16][CH:15]2[NH2:21].C(N(CC)CC)C. (3) The reactants are: Br[C:2]1[CH:7]=[CH:6][C:5]([O:8][CH2:9][C:10]([CH3:17])([N:12]2[CH:16]=[N:15][N:14]=[N:13]2)[CH3:11])=[CH:4][N:3]=1.C([NH:22][C:23](=[O:25])[O-:24])(C)(C)C.[CH3:26][C:27]1(C)[C:53]2C(=C(P(C3C=CC=CC=3)C3C=CC=CC=3)C=CC=2)OC2C(P(C3C=CC=CC=3)C3C=CC=CC=3)=CC=C[C:28]1=2.CC(C)([O-])C.[Na+]. Given the product [CH3:11][C:10]([N:12]1[CH:16]=[N:15][N:14]=[N:13]1)([CH3:17])[CH2:9][O:8][C:5]1[CH:6]=[CH:7][C:2]([NH:22][C:23](=[O:25])[O:24][C:27]([CH3:53])([CH3:28])[CH3:26])=[N:3][CH:4]=1, predict the reactants needed to synthesize it. (4) Given the product [O:12]=[C:11]1[CH:10]=[CH:9][N:8]([C:13]2[CH:18]=[CH:17][CH:16]=[CH:15][CH:14]=2)[N:7]=[C:6]1[CH2:5][C:4]1[CH:3]=[C:2]([NH:1][C:22](=[O:24])[CH3:23])[CH:21]=[CH:20][CH:19]=1, predict the reactants needed to synthesize it. The reactants are: [NH2:1][C:2]1[CH:3]=[C:4]([CH:19]=[CH:20][CH:21]=1)[CH2:5][C:6]1[C:11](=[O:12])[CH:10]=[CH:9][N:8]([C:13]2[CH:18]=[CH:17][CH:16]=[CH:15][CH:14]=2)[N:7]=1.[C:22](Cl)(=[O:24])[CH3:23].CCN(C(C)C)C(C)C.C(Cl)Cl. (5) Given the product [CH3:20][O:21][C:22]1[CH:23]=[C:24]([CH2:30][CH2:31][NH:32][C:11](=[O:13])[CH2:10][CH2:9][C:5]2[CH:6]=[CH:7][CH:8]=[C:3]([O:2][CH3:1])[CH:4]=2)[CH:25]=[CH:26][C:27]=1[O:28][CH3:29], predict the reactants needed to synthesize it. The reactants are: [CH3:1][O:2][C:3]1[CH:4]=[C:5]([CH2:9][CH2:10][C:11]([OH:13])=O)[CH:6]=[CH:7][CH:8]=1.Cl.C(N=C=N)C.[CH3:20][O:21][C:22]1[CH:23]=[C:24]([CH2:30][CH2:31][NH2:32])[CH:25]=[CH:26][C:27]=1[O:28][CH3:29].CCOC(C)=O.